Dataset: Reaction yield outcomes from USPTO patents with 853,638 reactions. Task: Predict the reaction yield, written as a fraction of the theoretical maximum amount of product (1.0 means a 100% yield; for example, 0.34 means a 34% yield). (1) The product is [CH3:9][O:8][C:7]1[C:2]([N:13]2[CH2:17][CH2:16][CH2:15][CH2:14]2)=[N:3][CH:4]=[C:5]([N+:10]([O-:12])=[O:11])[CH:6]=1. The catalyst is C(#N)C. The reactants are Cl[C:2]1[C:7]([O:8][CH3:9])=[CH:6][C:5]([N+:10]([O-:12])=[O:11])=[CH:4][N:3]=1.[NH:13]1[CH2:17][CH2:16][CH2:15][CH2:14]1.C(=O)([O-])[O-].[K+].[K+].O1CCOCCOCCOCCOCCOCC1. The yield is 0.970. (2) The reactants are [C:1]([C:4]1[C:30](=[O:31])[C@@:8]2([CH3:32])[C:9]3[C:15]([O:16][CH3:17])=[CH:14][C:13]([O:18][CH3:19])=[C:12]([C:20]([O:22]CC4C=CC=CC=4)=[O:21])[C:10]=3[O:11][C:7]2=[CH:6][C:5]=1[OH:33])(=[O:3])[CH3:2].[H][H]. The catalyst is C(OCC)(=O)C.[Pd]. The product is [C:1]([C:4]1[C:30](=[O:31])[C@@:8]2([CH3:32])[C:9]3[C:15]([O:16][CH3:17])=[CH:14][C:13]([O:18][CH3:19])=[C:12]([C:20]([OH:22])=[O:21])[C:10]=3[O:11][C:7]2=[CH:6][C:5]=1[OH:33])(=[O:3])[CH3:2]. The yield is 0.710. (3) The reactants are [OH:1][CH2:2][C:3]([C@H:5]([C@@H:7]([C@@H:9]([CH2:11][OH:12])[OH:10])O)O)=O.C(O)C.C(O)CC.C(O)CCC. The catalyst is C(O)(C)C. The product is [CH:7]1[CH:5]=[C:3]([CH:2]=[O:1])[O:10][C:9]=1[CH2:11][OH:12]. The yield is 0.830.